This data is from Catalyst prediction with 721,799 reactions and 888 catalyst types from USPTO. The task is: Predict which catalyst facilitates the given reaction. (1) Reactant: [C:1]([C:4]1[CH:13]=[C:12]([O:14][CH2:15][C:16]2[CH:21]=[CH:20][CH:19]=[CH:18][CH:17]=2)[CH:11]=[C:10]2[C:5]=1[CH:6]=[CH:7][C:8](=[O:22])[NH:9]2)(=[O:3])[CH3:2].I([Cl:26])(=O)=O.I(Cl)(=O)=O.C([N+](C)(C)C)C1C=CC=CC=1.ClC(Cl)C.C(=O)([O-])[O-].[Na+].[Na+].S(=O)(O)[O-].[Na+]. Product: [CH2:15]([O:14][C:12]1[CH:11]=[C:10]2[C:5]([CH:6]=[CH:7][C:8](=[O:22])[NH:9]2)=[C:4]([C:1](=[O:3])[CH2:2][Cl:26])[CH:13]=1)[C:16]1[CH:21]=[CH:20][CH:19]=[CH:18][CH:17]=1. The catalyst class is: 86. (2) Reactant: [OH:1][C:2]1[CH:9]=CC(C=C)=CC=1.[CH3:10][C@@:11]12[CH:19]([C:20]([C:22]([O-:24])=O)=C)C[C@H](C1(C)C)C[CH2:12]2. Product: [CH:10]([O:1][CH2:2][CH3:9])=[CH2:11].[O:24]1[CH:22]=[CH:20][CH2:19][CH2:11][CH2:12]1. The catalyst class is: 12. (3) Reactant: [C:1]([O:5][C:6](=[O:20])[NH:7][CH2:8][CH2:9][CH2:10][CH2:11][NH:12][CH:13]([C:15]1[S:16][CH:17]=[CH:18][N:19]=1)[CH3:14])([CH3:4])([CH3:3])[CH3:2].[CH3:21][C:22]1[C:23]([CH:28]=O)=[N:24][CH:25]=[CH:26][CH:27]=1.[BH-](OC(C)=O)(OC(C)=O)OC(C)=O.[Na+]. Product: [C:1]([O:5][C:6](=[O:20])[NH:7][CH2:8][CH2:9][CH2:10][CH2:11][N:12]([CH2:28][C:23]1[C:22]([CH3:21])=[CH:27][CH:26]=[CH:25][N:24]=1)[CH:13]([C:15]1[S:16][CH:17]=[CH:18][N:19]=1)[CH3:14])([CH3:2])([CH3:3])[CH3:4]. The catalyst class is: 2. (4) Reactant: Cl[C:2]1[C:3]2[S:20][C:19]([S:21][CH3:22])=[N:18][C:4]=2[N:5]=[C:6]([C:8]([F:17])([F:16])[C:9]2[CH:14]=[CH:13][C:12]([F:15])=[CH:11][CH:10]=2)[N:7]=1.[CH3:23][C:24]1[NH:28][N:27]=[C:26]([NH2:29])[CH:25]=1.[I-].[K+].CCN(C(C)C)C(C)C. Product: [F:16][C:8]([F:17])([C:9]1[CH:14]=[CH:13][C:12]([F:15])=[CH:11][CH:10]=1)[C:6]1[N:7]=[C:2]([NH:29][C:26]2[CH:25]=[C:24]([CH3:23])[NH:28][N:27]=2)[C:3]2[S:20][C:19]([S:21][CH3:22])=[N:18][C:4]=2[N:5]=1. The catalyst class is: 136.